This data is from Catalyst prediction with 721,799 reactions and 888 catalyst types from USPTO. The task is: Predict which catalyst facilitates the given reaction. (1) Reactant: [CH3:1][O:2][C:3]1[CH:25]=[CH:24][C:6]([CH2:7][N:8]2[C:12]([N:13]3[CH2:17][CH2:16][CH2:15][CH2:14]3)=[N:11][C:10]([C:18]#[C:19][Si](C)(C)C)=[N:9]2)=[CH:5][CH:4]=1.[OH-].[Na+]. Product: [C:18]([C:10]1[N:11]=[C:12]([N:13]2[CH2:17][CH2:16][CH2:15][CH2:14]2)[N:8]([CH2:7][C:6]2[CH:5]=[CH:4][C:3]([O:2][CH3:1])=[CH:25][CH:24]=2)[N:9]=1)#[CH:19]. The catalyst class is: 125. (2) Reactant: [NH2:1][C:2]1[S:3][C:4]([C:8]([OH:10])=O)=[C:5]([CH3:7])[N:6]=1.C(N(C(C)C)CC)(C)C.Cl.CN(C)CCCN=C=NCC.O.ON1C2C=CC=CC=2N=N1.[CH2:43]([NH2:50])[C:44]1[CH:49]=[CH:48][CH:47]=[CH:46][CH:45]=1. Product: [CH2:43]([NH:50][C:8]([C:4]1[S:3][C:2]([NH2:1])=[N:6][C:5]=1[CH3:7])=[O:10])[C:44]1[CH:49]=[CH:48][CH:47]=[CH:46][CH:45]=1. The catalyst class is: 42. (3) Reactant: [NH2:1][C:2]1[S:3][CH:4]=[CH:5][N:6]=1.Cl[CH:8]([CH2:12][CH:13]=O)[C:9](=[O:11])[CH3:10]. Product: [CH3:13][C:12]1[N:1]=[C:2]2[N:6]([C:8]=1[C:9](=[O:11])[CH3:10])[CH:5]=[CH:4][S:3]2. The catalyst class is: 8. (4) Reactant: [Br:1][C:2]1[CH:3]=[C:4]2[C:8](=[CH:9][CH:10]=1)[C:7](=O)[CH2:6][CH2:5]2.[BH4-].[Na+].S(=O)(=O)(O)O.C1C=CC=CC=1. Product: [Br:1][C:2]1[CH:3]=[C:4]2[C:8]([CH:7]=[CH:6][CH2:5]2)=[CH:9][CH:10]=1. The catalyst class is: 5. (5) Reactant: [CH:1]1([CH2:7][CH2:8][CH2:9]O)[CH2:6][CH2:5][CH2:4][CH2:3][CH2:2]1.P(Br)(Br)[Br:12]. Product: [CH:1]1([CH2:7][CH2:8][CH2:9][Br:12])[CH2:6][CH2:5][CH2:4][CH2:3][CH2:2]1. The catalyst class is: 4.